Dataset: Forward reaction prediction with 1.9M reactions from USPTO patents (1976-2016). Task: Predict the product of the given reaction. (1) Given the reactants [CH3:1][C:2]1[CH:7]=[CH:6][C:5]([S:8]([O:11][CH2:12][CH:13]2[CH2:17][C:16]3[CH:18]=[CH:19][CH:20]=[C:21](Br)[C:15]=3[O:14]2)(=[O:10])=[O:9])=[CH:4][CH:3]=1.[Cl:23][C:24]1[CH:29]=[CH:28][CH:27]=[CH:26][C:25]=1B(O)O.C(=O)([O-])[O-].[K+].[K+], predict the reaction product. The product is: [CH3:1][C:2]1[CH:7]=[CH:6][C:5]([S:8]([O:11][CH2:12][CH:13]2[CH2:17][C:16]3[CH:18]=[CH:19][CH:20]=[C:21]([C:25]4[CH:26]=[CH:27][CH:28]=[CH:29][C:24]=4[Cl:23])[C:15]=3[O:14]2)(=[O:10])=[O:9])=[CH:4][CH:3]=1. (2) Given the reactants [Cl:1][C:2]1[CH:7]=[C:6]([Cl:8])[CH:5]=[CH:4][C:3]=1[N:9]1[C:13]2=[N:14][C:15]([CH3:30])=[CH:16][C:17]([N:18]3[CH2:23][CH2:22][C:21](=[O:24])[CH:20]([C:25]([O:27][CH2:28][CH3:29])=[O:26])[CH2:19]3)=[C:12]2[C:11]([CH3:31])=[C:10]1[CH3:32].[BH4-].[Na+].[Cl-].[NH4+], predict the reaction product. The product is: [Cl:1][C:2]1[CH:7]=[C:6]([Cl:8])[CH:5]=[CH:4][C:3]=1[N:9]1[C:13]2=[N:14][C:15]([CH3:30])=[CH:16][C:17]([N:18]3[CH2:23][CH2:22][CH:21]([OH:24])[CH:20]([C:25]([O:27][CH2:28][CH3:29])=[O:26])[CH2:19]3)=[C:12]2[C:11]([CH3:31])=[C:10]1[CH3:32]. (3) Given the reactants N1C2C(=CC=C3C=2N=CC=C3)C=CC=1.C([O-])([O-])=O.[Cs+].[Cs+].I[C:22]1[CH:27]=[CH:26][C:25]([O:28][CH3:29])=[CH:24][CH:23]=1.[CH2:30]([OH:34])/[CH:31]=[CH:32]/[CH3:33], predict the reaction product. The product is: [CH2:30]([O:34][C:22]1[CH:27]=[CH:26][C:25]([O:28][CH3:29])=[CH:24][CH:23]=1)/[CH:31]=[CH:32]/[CH3:33].